The task is: Predict the reactants needed to synthesize the given product.. This data is from Full USPTO retrosynthesis dataset with 1.9M reactions from patents (1976-2016). (1) Given the product [CH3:36][C:22]1[N:5]2[C:4]3[CH:3]=[C:2]([CH3:1])[N:10]([S:11]([C:14]4[CH:15]=[CH:16][CH:17]=[CH:18][CH:19]=4)(=[O:12])=[O:13])[C:9]=3[CH:8]=[CH:7][C:6]2=[N:20][N:21]=1, predict the reactants needed to synthesize it. The reactants are: [CH3:1][C:2]1[N:10]([S:11]([C:14]2[CH:19]=[CH:18][CH:17]=[CH:16][CH:15]=2)(=[O:13])=[O:12])[C:9]2[C:4](=[N:5][C:6]([N:20](C(OC(C)(C)C)=O)[NH:21][C:22](OC(C)(C)C)=O)=[CH:7][CH:8]=2)[CH:3]=1.[CH3:36]C(O)=O. (2) Given the product [CH3:13][O:14][C:15]1[CH:16]=[C:17]2[C:21](=[CH:22][C:23]=1[O:24][CH3:25])[N:20]([CH2:9][CH2:8][C:7]([O:11][CH3:12])=[O:10])[CH:19]=[C:18]2[C:26]1[N:34]([S:35]([C:38]2[CH:39]=[CH:40][C:41]([CH3:44])=[CH:42][CH:43]=2)(=[O:37])=[O:36])[C:29]2=[N:30][CH:31]=[CH:32][CH:33]=[C:28]2[CH:27]=1, predict the reactants needed to synthesize it. The reactants are: C(=O)([O-])[O-].[K+].[K+].[C:7]([O:11][CH3:12])(=[O:10])[CH:8]=[CH2:9].[CH3:13][O:14][C:15]1[CH:16]=[C:17]2[C:21](=[CH:22][C:23]=1[O:24][CH3:25])[NH:20][CH:19]=[C:18]2[C:26]1[N:34]([S:35]([C:38]2[CH:43]=[CH:42][C:41]([CH3:44])=[CH:40][CH:39]=2)(=[O:37])=[O:36])[C:29]2=[N:30][CH:31]=[CH:32][CH:33]=[C:28]2[CH:27]=1.O.